The task is: Predict the reactants needed to synthesize the given product.. This data is from Full USPTO retrosynthesis dataset with 1.9M reactions from patents (1976-2016). (1) Given the product [CH3:20][O:21][C:22](=[O:33])[CH2:23][O:24][C:25]1[CH:30]=[CH:29][C:28]([S:31][CH2:2][CH2:3][C:4]2[CH:9]=[CH:8][C:7]([C:10]3[CH:15]=[CH:14][C:13]([C:16]([F:19])([F:18])[F:17])=[CH:12][CH:11]=3)=[CH:6][CH:5]=2)=[CH:27][C:26]=1[CH3:32], predict the reactants needed to synthesize it. The reactants are: Br[CH2:2][CH2:3][C:4]1[CH:9]=[CH:8][C:7]([C:10]2[CH:15]=[CH:14][C:13]([C:16]([F:19])([F:18])[F:17])=[CH:12][CH:11]=2)=[CH:6][CH:5]=1.[CH3:20][O:21][C:22](=[O:33])[CH2:23][O:24][C:25]1[CH:30]=[CH:29][C:28]([SH:31])=[CH:27][C:26]=1[CH3:32].C(=O)([O-])[O-].[Cs+].[Cs+]. (2) Given the product [Cl:1][C:2]1[C:3]([NH:10][C:11]2[CH:16]=[CH:15][C:14]([Cl:17])=[CH:13][CH:12]=2)=[N:4][CH:5]=[C:6]([CH:9]=1)[C:7]([NH2:21])=[NH:8], predict the reactants needed to synthesize it. The reactants are: [Cl:1][C:2]1[C:3]([NH:10][C:11]2[CH:16]=[CH:15][C:14]([Cl:17])=[CH:13][CH:12]=2)=[N:4][CH:5]=[C:6]([CH:9]=1)[C:7]#[N:8].C[O-].[Na+].[NH4+:21].[Cl-]. (3) Given the product [Cl:3][C:4]1[C:12]2[N:11]=[C:10]3[N:13]([C:17]4[C:22]([CH3:23])=[CH:21][C:20]([Cl:24])=[CH:19][C:18]=4[Cl:25])[CH2:14][CH2:15][CH2:16][N:9]3[C:8]=2[C:7]([CH:26]([O:30][CH3:31])[CH2:27][CH2:28][CH3:29])=[CH:6][CH:5]=1, predict the reactants needed to synthesize it. The reactants are: [H-].[Na+].[Cl:3][C:4]1[C:12]2[N:11]=[C:10]3[N:13]([C:17]4[C:22]([CH3:23])=[CH:21][C:20]([Cl:24])=[CH:19][C:18]=4[Cl:25])[CH2:14][CH2:15][CH2:16][N:9]3[C:8]=2[C:7]([CH:26]([OH:30])[CH2:27][CH2:28][CH3:29])=[CH:6][CH:5]=1.[CH3:31]I. (4) Given the product [S:12]1[C:16]2[CH:17]=[CH:18][CH:19]=[C:20]([O:21][C:2]3[CH:7]=[CH:6][C:5]([NH2:8])=[CH:4][C:3]=3[CH3:11])[C:15]=2[CH:14]=[N:13]1, predict the reactants needed to synthesize it. The reactants are: F[C:2]1[CH:7]=[CH:6][C:5]([N+:8]([O-])=O)=[CH:4][C:3]=1[CH3:11].[S:12]1[C:16]2=[CH:17][CH:18]=[CH:19][C:20]([OH:21])=[C:15]2[CH:14]=[N:13]1.C(=O)([O-])[O-].[K+].[K+].O.